From a dataset of Peptide-MHC class II binding affinity with 134,281 pairs from IEDB. Regression. Given a peptide amino acid sequence and an MHC pseudo amino acid sequence, predict their binding affinity value. This is MHC class II binding data. The peptide sequence is AALLVVAVGLRVVCAKYALA. The MHC is DRB3_0101 with pseudo-sequence DRB3_0101. The binding affinity (normalized) is 0.0594.